From a dataset of Forward reaction prediction with 1.9M reactions from USPTO patents (1976-2016). Predict the product of the given reaction. (1) Given the reactants [C:1]([C:5]1[CH:31]=[CH:30][C:8]([NH:9][C:10]2[CH:29]=[CH:28][C:13]([O:14][C:15]3[C:24]4[C:19](=[CH:20][C:21]([OH:27])=[C:22]([O:25][CH3:26])[CH:23]=4)[N:18]=[CH:17][CH:16]=3)=[CH:12][CH:11]=2)=[CH:7][CH:6]=1)([CH3:4])([CH3:3])[CH3:2].[C:32](=O)([O-])[O-].[K+].[K+].[NH:38]1[CH2:43][CH2:42][O:41][CH2:40][CH2:39]1.O.C([O:48][CH2:49][CH3:50])(=O)C, predict the reaction product. The product is: [C:1]([C:5]1[CH:31]=[CH:30][C:8]([NH:9][C:10]2[CH:29]=[CH:28][C:13]([O:14][C:15]3[C:24]4[C:19](=[CH:20][C:21]([O:27][CH2:32][C@@H:49]([OH:48])[CH2:50][N:38]5[CH2:43][CH2:42][O:41][CH2:40][CH2:39]5)=[C:22]([O:25][CH3:26])[CH:23]=4)[N:18]=[CH:17][CH:16]=3)=[CH:12][CH:11]=2)=[CH:7][CH:6]=1)([CH3:4])([CH3:2])[CH3:3]. (2) Given the reactants [CH3:1][C:2]1[N:3]=[CH:4][S:5][C:6]=1[CH2:7][CH2:8]O.C1(P(C2C=CC=CC=2)C2C=CC=CC=2)C=CC=CC=1.[Br:29]N1C(=O)CCC1=O, predict the reaction product. The product is: [Br:29][CH2:8][CH2:7][C:6]1[S:5][CH:4]=[N:3][C:2]=1[CH3:1]. (3) Given the reactants [NH2:1][C@@H:2]([CH2:14][N:15]([CH3:17])[CH3:16])[CH2:3][C:4]([O:6][CH2:7][C:8]1[CH:13]=[CH:12][CH:11]=[CH:10][CH:9]=1)=[O:5].C(N(CC)CC)C.[O:25]([C:32]1[N:37]=[CH:36][C:35]([S:38](Cl)(=[O:40])=[O:39])=[CH:34][CH:33]=1)[C:26]1[CH:31]=[CH:30][CH:29]=[CH:28][CH:27]=1, predict the reaction product. The product is: [CH3:17][N:15]([CH3:16])[CH2:14][C@H:2]([NH:1][S:38]([C:35]1[CH:36]=[N:37][C:32]([O:25][C:26]2[CH:31]=[CH:30][CH:29]=[CH:28][CH:27]=2)=[CH:33][CH:34]=1)(=[O:39])=[O:40])[CH2:3][C:4]([O:6][CH2:7][C:8]1[CH:13]=[CH:12][CH:11]=[CH:10][CH:9]=1)=[O:5]. (4) Given the reactants C[N:2]([CH3:13])[C:3](=[O:12])[C:4]1[CH:9]=[CH:8][CH:7]=[C:6]([CH3:10])[C:5]=1[CH3:11].[OH:14][CH2:15][CH:16]1[CH2:21][CH2:20][CH2:19][CH2:18][N:17]1[CH2:22][CH2:23]C#N, predict the reaction product. The product is: [OH:14][CH2:15][CH:16]1[CH2:21][CH2:20][CH2:19][CH2:18][N:17]1[CH2:22][CH2:23][C:13]1[NH:2][C:3](=[O:12])[C:4]2[C:5]([CH:11]=1)=[C:6]([CH3:10])[CH:7]=[CH:8][CH:9]=2. (5) Given the reactants [C:1]1([C@H:7]([CH3:13])[CH2:8][NH:9][C:10]([NH2:12])=[S:11])[CH:6]=[CH:5][CH:4]=[CH:3][CH:2]=1.Br[CH:15]([CH2:19][CH3:20])[C:16](O)=[O:17], predict the reaction product. The product is: [CH2:19]([C@@H:15]1[S:11][C:10]([NH:9][CH2:8][C@H:7]([C:1]2[CH:6]=[CH:5][CH:4]=[CH:3][CH:2]=2)[CH3:13])=[N:12][C:16]1=[O:17])[CH3:20]. (6) Given the reactants Cl[C:2]1[N:7]=[C:6]([Cl:8])[N:5]=[C:4]([O:9][CH2:10][C:11]([F:14])([F:13])[F:12])[N:3]=1.[NH2:15][C:16]1[CH:28]=[CH:27][C:19]([C:20]([O:22][C:23]([CH3:26])([CH3:25])[CH3:24])=[O:21])=[CH:18][CH:17]=1.CCN(C(C)C)C(C)C, predict the reaction product. The product is: [Cl:8][C:6]1[N:5]=[C:4]([O:9][CH2:10][C:11]([F:14])([F:13])[F:12])[N:3]=[C:2]([NH:15][C:16]2[CH:28]=[CH:27][C:19]([C:20]([O:22][C:23]([CH3:24])([CH3:25])[CH3:26])=[O:21])=[CH:18][CH:17]=2)[N:7]=1.